This data is from Full USPTO retrosynthesis dataset with 1.9M reactions from patents (1976-2016). The task is: Predict the reactants needed to synthesize the given product. (1) Given the product [ClH:28].[N:15]1([C:13](=[O:14])[CH2:12][C:9]2[CH:8]=[CH:7][C:6]([N:1]3[CH:5]=[N:4][N:3]=[N:2]3)=[CH:11][N:10]=2)[CH2:16][CH2:17][NH:18][CH2:19][CH2:20]1, predict the reactants needed to synthesize it. The reactants are: [N:1]1([C:6]2[CH:7]=[CH:8][C:9]([CH2:12][C:13]([N:15]3[CH2:20][CH2:19][N:18](C(OC(C)(C)C)=O)[CH2:17][CH2:16]3)=[O:14])=[N:10][CH:11]=2)[CH:5]=[N:4][N:3]=[N:2]1.[ClH:28].CCOC(C)=O. (2) The reactants are: [N:1]1[C:6]2[CH:7]=[CH:8][NH:9][C:5]=2[C:4](=O)[NH:3][CH:2]=1.P(Cl)(Cl)([Cl:13])=O. Given the product [Cl:13][C:4]1[C:5]2[NH:9][CH:8]=[CH:7][C:6]=2[N:1]=[CH:2][N:3]=1, predict the reactants needed to synthesize it.